From a dataset of Full USPTO retrosynthesis dataset with 1.9M reactions from patents (1976-2016). Predict the reactants needed to synthesize the given product. (1) Given the product [Br:9][C:5]1[CH:6]=[C:7]([CH3:8])[C:2]2[N:3]([C:11]([CH2:14][CH2:15][CH2:16][O:17][CH3:18])=[CH:12][N:1]=2)[CH:4]=1, predict the reactants needed to synthesize it. The reactants are: [NH2:1][C:2]1[C:7]([CH3:8])=[CH:6][C:5]([Br:9])=[CH:4][N:3]=1.Cl[C@@H:11]([CH2:14][CH2:15][CH2:16][O:17][CH3:18])[CH:12]=O.C(=O)(O)[O-].[Na+]. (2) Given the product [NH:30]1[C:24]2[C:25](=[N:26][CH:27]=[C:22]([C:10]3[CH:9]=[CH:8][N:7]=[C:6]([C:5]([O:4][CH:1]([CH3:3])[CH3:2])=[O:13])[CH:11]=3)[CH:23]=2)[CH:28]=[CH:29]1, predict the reactants needed to synthesize it. The reactants are: [CH:1]([O:4][C:5](=[O:13])[C:6]1[CH:11]=[C:10](Cl)[CH:9]=[CH:8][N:7]=1)([CH3:3])[CH3:2].CC1(C)C(C)(C)OB([C:22]2[CH:23]=[C:24]3[NH:30][CH:29]=[CH:28][C:25]3=[N:26][CH:27]=2)O1.C(=O)([O-])[O-].[K+].[K+]. (3) Given the product [C:23]([C:25]1[CH:30]=[CH:29][CH:28]=[CH:27][C:26]=1[C:2]1[CH:12]=[C:11]([NH:13][CH2:14][CH2:15][C:16]2[CH:21]=[CH:20][CH:19]=[C:18]([F:22])[CH:17]=2)[C:5]([C:6]([O:8][CH2:9][CH3:10])=[O:7])=[CH:4][N:3]=1)#[N:24], predict the reactants needed to synthesize it. The reactants are: Cl[C:2]1[CH:12]=[C:11]([NH:13][CH2:14][CH2:15][C:16]2[CH:21]=[CH:20][CH:19]=[C:18]([F:22])[CH:17]=2)[C:5]([C:6]([O:8][CH2:9][CH3:10])=[O:7])=[CH:4][N:3]=1.[C:23]([C:25]1[CH:30]=[CH:29][CH:28]=[CH:27][C:26]=1B(O)O)#[N:24].C([O-])([O-])=O.[K+].[K+]. (4) Given the product [CH3:1][O:2][C:3]1[CH:8]=[CH:7][CH:6]=[CH:5][C:4]=1[C:9]1[N:17]2[C:12]([CH:13]=[N:14][C:15]([C:18]([OH:23])=[O:20])=[N:16]2)=[CH:11][CH:10]=1, predict the reactants needed to synthesize it. The reactants are: [CH3:1][O:2][C:3]1[CH:8]=[CH:7][CH:6]=[CH:5][C:4]=1[C:9]1[N:17]2[C:12]([CH:13]=[N:14][C:15]([C:18]#N)=[N:16]2)=[CH:11][CH:10]=1.[OH-:20].[Na+].Cl.[OH2:23]. (5) Given the product [Br:15][CH2:12][C:8]1[CH:9]=[CH:10][CH:11]=[C:6]([O:5][CH2:4][CH2:3][O:2][CH3:1])[CH:7]=1, predict the reactants needed to synthesize it. The reactants are: [CH3:1][O:2][CH2:3][CH2:4][O:5][C:6]1[CH:7]=[C:8]([CH2:12]O)[CH:9]=[CH:10][CH:11]=1.P(Br)(Br)[Br:15].